Dataset: Forward reaction prediction with 1.9M reactions from USPTO patents (1976-2016). Task: Predict the product of the given reaction. (1) Given the reactants [CH2:1]([S:3](Cl)(=[O:5])=[O:4])[CH3:2].[NH2:7][C:8]1[CH:9]=[C:10]([CH:14]2[CH2:23][C:22]([CH3:25])([CH3:24])[C:21]3[C:16](=[CH:17][CH:18]=[C:19]([C:26]#[N:27])[CH:20]=3)[NH:15]2)[CH:11]=[CH:12][CH:13]=1.N1C=CC=CC=1, predict the reaction product. The product is: [C:26]([C:19]1[CH:20]=[C:21]2[C:16](=[CH:17][CH:18]=1)[NH:15][CH:14]([C:10]1[CH:9]=[C:8]([NH:7][S:3]([CH2:1][CH3:2])(=[O:5])=[O:4])[CH:13]=[CH:12][CH:11]=1)[CH2:23][C:22]2([CH3:25])[CH3:24])#[N:27]. (2) Given the reactants FC(F)(F)C(O)=O.[CH2:8]([N:15]1[C:19]2[CH:20]=[CH:21][C:22]3[N:23]([C:24]([CH3:27])=[N:25][N:26]=3)[C:18]=2[CH:17]=[C:16]1[C:28]([OH:30])=O)[C:9]1[CH:14]=[CH:13][CH:12]=[CH:11][CH:10]=1.C(N(CC)C(C)C)(C)C.F[P-](F)(F)(F)(F)F.C[N+](C)=C(N(C)C)O[N:51]1[C:55]2N=CC=[CH:59][C:54]=2N=N1.C(N)CC, predict the reaction product. The product is: [CH2:8]([N:15]1[C:19]2[CH:20]=[CH:21][C:22]3[N:23]([C:24]([CH3:27])=[N:25][N:26]=3)[C:18]=2[CH:17]=[C:16]1[C:28]([NH:51][CH2:55][CH2:54][CH3:59])=[O:30])[C:9]1[CH:14]=[CH:13][CH:12]=[CH:11][CH:10]=1. (3) Given the reactants Br[CH2:2][CH2:3][CH:4]([CH3:8])[CH2:5][CH2:6]Br.C(=O)([O-])[O-].[K+].[K+].[Cl:15][C:16]1[CH:21]=[CH:20][C:19]([C:22]2[CH:23]=[CH:24][C:25]([C:28]#[C:29][C:30]3[CH:40]=[CH:39][C:33]([O:34][CH2:35][C@H:36]([NH2:38])[CH3:37])=[CH:32][CH:31]=3)=[N:26][CH:27]=2)=[CH:18][CH:17]=1.O, predict the reaction product. The product is: [Cl:15][C:16]1[CH:17]=[CH:18][C:19]([C:22]2[CH:23]=[CH:24][C:25]([C:28]#[C:29][C:30]3[CH:31]=[CH:32][C:33]([O:34][CH2:35][C@H:36]([N:38]4[CH2:6][CH2:5][CH:4]([CH3:8])[CH2:3][CH2:2]4)[CH3:37])=[CH:39][CH:40]=3)=[N:26][CH:27]=2)=[CH:20][CH:21]=1.